Dataset: Reaction yield outcomes from USPTO patents with 853,638 reactions. Task: Predict the reaction yield, written as a fraction of the theoretical maximum amount of product (1.0 means a 100% yield; for example, 0.34 means a 34% yield). The reactants are [CH3:1][N:2]1[C:6]([CH2:7][O:8][C:9]2[CH:17]=[CH:16][C:12]([C:13]([OH:15])=O)=[CH:11][N:10]=2)=[C:5]([C:18]2[CH:23]=[CH:22][CH:21]=[CH:20][N:19]=2)[N:4]=[N:3]1.[NH2:24][CH2:25][CH:26]([OH:31])[C:27]([F:30])([F:29])[F:28]. No catalyst specified. The product is [CH3:1][N:2]1[C:6]([CH2:7][O:8][C:9]2[CH:17]=[CH:16][C:12]([C:13]([NH:24][CH2:25][CH:26]([OH:31])[C:27]([F:30])([F:29])[F:28])=[O:15])=[CH:11][N:10]=2)=[C:5]([C:18]2[CH:23]=[CH:22][CH:21]=[CH:20][N:19]=2)[N:4]=[N:3]1. The yield is 0.620.